Dataset: Full USPTO retrosynthesis dataset with 1.9M reactions from patents (1976-2016). Task: Predict the reactants needed to synthesize the given product. (1) Given the product [O:14]1[CH2:18][CH2:17][CH:16]([CH2:19][NH:20][C:10]([C:7]2[N:6]=[C:5]([CH2:1][CH2:2][CH2:3][CH3:4])[O:9][N:8]=2)=[O:12])[CH2:15]1, predict the reactants needed to synthesize it. The reactants are: [CH2:1]([C:5]1[O:9][N:8]=[C:7]([C:10]([OH:12])=O)[N:6]=1)[CH2:2][CH2:3][CH3:4].Cl.[O:14]1[CH2:18][CH2:17][CH:16]([CH2:19][NH2:20])[CH2:15]1.C(N(CC)CC)C.ON1C2C=CC=CC=2N=N1.Cl.C(N=C=NCCCN(C)C)C. (2) Given the product [CH3:20][C:21]1[CH:35]=[CH:34][C:24]([O:25][C:26]2[CH:27]=[C:28]([CH2:29][N:4]3[CH2:3][CH2:2][N:1]([C:7]4[CH:8]=[CH:9][C:10]5[N:11]([C:13]([C:16]([F:17])([F:18])[F:19])=[N:14][N:15]=5)[N:12]=4)[CH2:6][CH2:5]3)[CH:31]=[CH:32][CH:33]=2)=[CH:23][CH:22]=1, predict the reactants needed to synthesize it. The reactants are: [N:1]1([C:7]2[CH:8]=[CH:9][C:10]3[N:11]([C:13]([C:16]([F:19])([F:18])[F:17])=[N:14][N:15]=3)[N:12]=2)[CH2:6][CH2:5][NH:4][CH2:3][CH2:2]1.[CH3:20][C:21]1[CH:35]=[CH:34][C:24]([O:25][C:26]2[CH:27]=[C:28]([CH:31]=[CH:32][CH:33]=2)[CH:29]=O)=[CH:23][CH:22]=1. (3) Given the product [F:26][C:21]1[CH:20]=[C:19]([CH:24]=[C:23]([F:25])[CH:22]=1)[CH2:18][N:14]1[CH:15]=[CH:16][CH:17]=[C:12]([C:10]([NH:9][C@@H:5]([CH2:4][CH2:3][CH2:2][NH:1][C:39](=[NH:44])[CH3:40])[C:6]([OH:8])=[O:7])=[O:11])[C:13]1=[O:27].[C:28]([OH:34])([C:30]([F:33])([F:32])[F:31])=[O:29], predict the reactants needed to synthesize it. The reactants are: [NH2:1][CH2:2][CH2:3][CH2:4][C@H:5]([NH:9][C:10]([C:12]1[C:13](=[O:27])[N:14]([CH2:18][C:19]2[CH:24]=[C:23]([F:25])[CH:22]=[C:21]([F:26])[CH:20]=2)[CH:15]=[CH:16][CH:17]=1)=[O:11])[C:6]([OH:8])=[O:7].[C:28]([OH:34])([C:30]([F:33])([F:32])[F:31])=[O:29].C(O)C.Cl.[C:39](=[NH:44])(OCC)[CH3:40]. (4) Given the product [CH3:1][C:2]1[CH:6]=[C:5]([CH3:7])[NH:4][C:3]=1[CH:8]=[C:9]1[C:17]2[C:12](=[CH:13][CH:14]=[CH:15][CH:16]=2)[N:11]([CH2:26][O:27][C:28](=[O:30])[CH3:29])[C:10]1=[O:18], predict the reactants needed to synthesize it. The reactants are: [CH3:1][C:2]1[CH:6]=[C:5]([CH3:7])[NH:4][C:3]=1[CH:8]=[C:9]1[C:17]2[C:12](=[CH:13][CH:14]=[CH:15][CH:16]=2)[NH:11][C:10]1=[O:18].C([O-])([O-])=O.[Cs+].[Cs+].Cl[CH2:26][O:27][C:28](=[O:30])[CH3:29]. (5) Given the product [CH2:1]([O:8][C:9]1[CH:10]=[C:11]2[C:15](=[CH:16][CH:17]=1)[N:14]([CH2:31][C:30]1[CH:33]=[CH:34][C:27]([F:26])=[CH:28][CH:29]=1)[C:13]([C:18]([O:20][CH2:21][CH3:22])=[O:19])=[C:12]2[Br:23])[C:2]1[CH:3]=[CH:4][CH:5]=[CH:6][CH:7]=1, predict the reactants needed to synthesize it. The reactants are: [CH2:1]([O:8][C:9]1[CH:10]=[C:11]2[C:15](=[CH:16][CH:17]=1)[NH:14][C:13]([C:18]([O:20][CH2:21][CH3:22])=[O:19])=[C:12]2[Br:23])[C:2]1[CH:7]=[CH:6][CH:5]=[CH:4][CH:3]=1.[H-].[Na+].[F:26][C:27]1[CH:34]=[CH:33][C:30]([CH2:31]Br)=[CH:29][CH:28]=1. (6) Given the product [CH2:1]([O:8][C:9]1[CH:18]=[C:17]2[C:12]([C:13]([Cl:25])=[C:14]([C:19]#[N:20])[CH:15]=[N:16]2)=[CH:11][C:10]=1[O:22][CH3:23])[C:2]1[CH:7]=[CH:6][CH:5]=[CH:4][CH:3]=1, predict the reactants needed to synthesize it. The reactants are: [CH2:1]([O:8][C:9]1[CH:18]=[C:17]2[C:12]([C:13](=O)[C:14]([C:19]#[N:20])=[CH:15][NH:16]2)=[CH:11][C:10]=1[O:22][CH3:23])[C:2]1[CH:7]=[CH:6][CH:5]=[CH:4][CH:3]=1.O[Cl:25]. (7) Given the product [Br:1][C:2]1[CH:7]=[CH:6][N:5]=[C:4]2[N:8]([S:11]([C:14]3[CH:19]=[CH:18][CH:17]=[CH:16][CH:15]=3)(=[O:13])=[O:12])[C:9]([CH3:21])=[CH:10][C:3]=12, predict the reactants needed to synthesize it. The reactants are: [Br:1][C:2]1[CH:7]=[CH:6][N:5]=[C:4]2[N:8]([S:11]([C:14]3[CH:19]=[CH:18][CH:17]=[CH:16][CH:15]=3)(=[O:13])=[O:12])[CH:9]=[CH:10][C:3]=12.[Li+].[CH3:21]C([N-]C(C)C)C.CCCCCCC.C1COCC1.C(C1C=CC=CC=1)C.CI. (8) Given the product [CH:18]([C@H:16]1[CH2:17][N:13]([CH2:12][CH2:11][N:50]2[CH2:54][CH2:53][CH2:52][CH2:51]2)[C:14](=[O:49])[N:15]1[C:21]1[CH:26]=[CH:25][N:24]2[N:27]=[CH:28][C:29]([C:30]3[CH:31]=[CH:32][C:33]([C:36]4[N:40]=[CH:39][N:38]([CH2:41][O:42][CH2:43][CH2:44][Si:45]([CH3:48])([CH3:47])[CH3:46])[N:37]=4)=[CH:34][CH:35]=3)=[C:23]2[N:22]=1)([CH3:19])[CH3:20], predict the reactants needed to synthesize it. The reactants are: C1(S(O[CH2:11][CH2:12][N:13]2[CH2:17][C@H:16]([CH:18]([CH3:20])[CH3:19])[N:15]([C:21]3[CH:26]=[CH:25][N:24]4[N:27]=[CH:28][C:29]([C:30]5[CH:35]=[CH:34][C:33]([C:36]6[N:40]=[CH:39][N:38]([CH2:41][O:42][CH2:43][CH2:44][Si:45]([CH3:48])([CH3:47])[CH3:46])[N:37]=6)=[CH:32][CH:31]=5)=[C:23]4[N:22]=3)[C:14]2=[O:49])(=O)=O)C=CC=CC=1.[NH:50]1[CH2:54][CH2:53][CH2:52][CH2:51]1. (9) The reactants are: [F:1][C:2]1[CH:3]=[C:4]([CH:6]=[CH:7][CH:8]=1)[NH2:5].Cl[C:10]1[N:15]=[C:14]([NH:16][C:17]2[CH:22]=[CH:21][C:20]([N:23]3[CH:27]=[C:26]([CH3:28])[N:25]=[CH:24]3)=[C:19]([O:29][CH3:30])[CH:18]=2)[CH:13]=[CH:12][CH:11]=1. Given the product [F:1][C:2]1[CH:3]=[C:4]([NH:5][C:10]2[CH:11]=[CH:12][CH:13]=[C:14]([NH:16][C:17]3[CH:22]=[CH:21][C:20]([N:23]4[CH:27]=[C:26]([CH3:28])[N:25]=[CH:24]4)=[C:19]([O:29][CH3:30])[CH:18]=3)[N:15]=2)[CH:6]=[CH:7][CH:8]=1, predict the reactants needed to synthesize it. (10) Given the product [S:48]1[C:52]2[CH:53]=[CH:54][CH:55]=[CH:56][C:51]=2[N:50]=[C:49]1[CH2:57][NH:58][C:41]([C:39]1[S:40][C:36]([N:33]2[CH2:34][CH2:35][N:31]([CH2:30][C:29]3[CH:28]=[CH:27][C:26]([F:25])=[CH:47][CH:46]=3)[C:32]2=[O:45])=[CH:37][C:38]=1[CH3:44])=[O:43], predict the reactants needed to synthesize it. The reactants are: CC1C=C(N2CCN(CCOC3C=CC=CC=3)C2=O)SC=1C(O)=O.[F:25][C:26]1[CH:47]=[CH:46][C:29]([CH2:30][N:31]2[CH2:35][CH2:34][N:33]([C:36]3[S:40][C:39]([C:41]([OH:43])=O)=[C:38]([CH3:44])[CH:37]=3)[C:32]2=[O:45])=[CH:28][CH:27]=1.[S:48]1[C:52]2[CH:53]=[CH:54][CH:55]=[CH:56][C:51]=2[N:50]=[C:49]1[CH2:57][NH2:58].